From a dataset of Catalyst prediction with 721,799 reactions and 888 catalyst types from USPTO. Predict which catalyst facilitates the given reaction. (1) Reactant: [O:1]=[C:2]1[NH:6][C@H:5]([C:7]([O:9][CH2:10][CH3:11])=[O:8])[CH2:4][CH2:3]1.I[C:13]1[CH:14]=[C:15]([CH:17]=[CH:18][CH:19]=1)[NH2:16].C(=O)([O-])[O-].[Cs+].[Cs+]. Product: [NH2:16][C:15]1[CH:14]=[C:13]([N:6]2[C:2](=[O:1])[CH2:3][CH2:4][C@H:5]2[C:7]([O:9][CH2:10][CH3:11])=[O:8])[CH:19]=[CH:18][CH:17]=1. The catalyst class is: 185. (2) Reactant: [ClH:1].C([N:9]1[CH2:14][CH2:13][CH:12]=[C:11]([C:15]2[CH:30]=[CH:29][C:18]([O:19][C:20]3[CH:28]=[CH:27][C:23]([C:24]([NH2:26])=[O:25])=[CH:22][N:21]=3)=[CH:17][CH:16]=2)[CH2:10]1)C1C=CC=CC=1. Product: [ClH:1].[NH:9]1[CH2:14][CH2:13][CH2:12][CH:11]([C:15]2[CH:16]=[CH:17][C:18]([O:19][C:20]3[CH:28]=[CH:27][C:23]([C:24]([NH2:26])=[O:25])=[CH:22][N:21]=3)=[CH:29][CH:30]=2)[CH2:10]1. The catalyst class is: 43. (3) Reactant: CN1CCN=C1[C:7]1[CH:12]=[CH:11][C:10]([NH:13][C:14](=[O:34])[CH:15]([C:27]2[CH:32]=[CH:31][CH:30]=[CH:29][C:28]=2[Br:33])[NH:16][C:17]([NH:19][C:20]2[CH:25]=[CH:24][C:23]([Cl:26])=[CH:22][CH:21]=2)=[O:18])=[CH:9][CH:8]=1.[CH3:35][N:36]([N:38]=C1C=CC(N)=CC1)[CH3:37].C(Cl)CCl. Product: [CH3:35][N:36]([N:38]=[C:7]1[CH:12]=[CH:11][C:10]([NH:13][C:14](=[O:34])[CH:15]([C:27]2[CH:32]=[CH:31][CH:30]=[CH:29][C:28]=2[Br:33])[NH:16][C:17]([NH:19][C:20]2[CH:25]=[CH:24][C:23]([Cl:26])=[CH:22][CH:21]=2)=[O:18])=[CH:9][CH2:8]1)[CH3:37]. The catalyst class is: 18. (4) Reactant: [NH2:1][C@@H:2]([C:4]([OH:6])=[O:5])[CH3:3].[OH-].[Na+].[CH3:9][O:10][C:11](Cl)=[O:12]. Product: [CH3:9][O:10][C:11]([NH:1][C@@H:2]([C:4]([OH:6])=[O:5])[CH3:3])=[O:12]. The catalyst class is: 27. (5) Reactant: [OH:1][C:2]1[CH:7]=[CH:6][CH:5]=[CH:4][C:3]=1[C:8]1[N:13]=[C:12]([N:14]2[C:18]([C:19]([F:22])([F:21])[F:20])=[C:17]([C:23]([O:25][CH2:26][CH3:27])=[O:24])[CH:16]=[N:15]2)[CH:11]=[CH:10][CH:9]=1.[H-].[Na+].[Br:30][C:31]1[CH:36]=[CH:35][C:34]([C:37](Br)([F:39])[F:38])=[CH:33][CH:32]=1. Product: [Br:30][C:31]1[CH:36]=[CH:35][C:34]([C:37]([F:39])([F:38])[O:1][C:2]2[CH:7]=[CH:6][CH:5]=[CH:4][C:3]=2[C:8]2[N:13]=[C:12]([N:14]3[C:18]([C:19]([F:22])([F:21])[F:20])=[C:17]([C:23]([O:25][CH2:26][CH3:27])=[O:24])[CH:16]=[N:15]3)[CH:11]=[CH:10][CH:9]=2)=[CH:33][CH:32]=1. The catalyst class is: 3. (6) Reactant: [CH2:1]([NH:9][C:10]([C@@H:12]1[CH2:18][CH2:17][CH2:16][CH2:15][CH2:14][N:13]1C(OC(C)(C)C)=O)=[O:11])[CH2:2][CH2:3][CH2:4][CH2:5][CH2:6][CH2:7][CH3:8].FC(F)(F)C(O)=O. Product: [CH2:1]([NH:9][C:10]([C@@H:12]1[CH2:18][CH2:17][CH2:16][CH2:15][CH2:14][NH:13]1)=[O:11])[CH2:2][CH2:3][CH2:4][CH2:5][CH2:6][CH2:7][CH3:8]. The catalyst class is: 2. (7) Reactant: [CH3:1][Mg]Br.[Br:4][C:5]1[CH:6]=[C:7]([CH:11]=[O:12])[CH:8]=[N:9][CH:10]=1. Product: [Br:4][C:5]1[CH:6]=[C:7]([CH:11]([OH:12])[CH3:1])[CH:8]=[N:9][CH:10]=1. The catalyst class is: 1. (8) Reactant: COC1C=CC(C[N:8]2[C:12]3=[N:13][CH:14]=[CH:15][C:16]([O:17][C:18]4[CH:23]=[CH:22][C:21]([NH:24][C:25]([CH:27]5[CH2:33][CH2:32][CH2:31][CH2:30][N:29]([C:34]6[CH:39]=[CH:38][C:37]([F:40])=[CH:36][CH:35]=6)[C:28]5=[O:41])=[O:26])=[CH:20][C:19]=4[F:42])=[C:11]3[C:10]([NH:43][CH:44]3[CH2:49][CH2:48][N:47]([CH3:50])[CH2:46][CH2:45]3)=[N:9]2)=CC=1. Product: [F:42][C:19]1[CH:20]=[C:21]([NH:24][C:25]([CH:27]2[CH2:33][CH2:32][CH2:31][CH2:30][N:29]([C:34]3[CH:35]=[CH:36][C:37]([F:40])=[CH:38][CH:39]=3)[C:28]2=[O:41])=[O:26])[CH:22]=[CH:23][C:18]=1[O:17][C:16]1[CH:15]=[CH:14][N:13]=[C:12]2[NH:8][N:9]=[C:10]([NH:43][CH:44]3[CH2:49][CH2:48][N:47]([CH3:50])[CH2:46][CH2:45]3)[C:11]=12. The catalyst class is: 67.